Dataset: Forward reaction prediction with 1.9M reactions from USPTO patents (1976-2016). Task: Predict the product of the given reaction. (1) Given the reactants Cl.[CH2:2]([NH2:4])[CH3:3].O=[C:6]1[CH2:11][CH2:10][N:9]([C:12]([O:14][C:15]([CH3:18])([CH3:17])[CH3:16])=[O:13])[CH2:8][CH2:7]1.C(O)(=O)C.[BH3-]C#N.[Na+], predict the reaction product. The product is: [CH2:2]([NH:4][CH:6]1[CH2:11][CH2:10][N:9]([C:12]([O:14][C:15]([CH3:18])([CH3:17])[CH3:16])=[O:13])[CH2:8][CH2:7]1)[CH3:3]. (2) Given the reactants O=C1O[C@H]([C@H](CO)O)C(O)=C1O.[N:13]([CH2:16][C:17]1[CH:18]=[C:19]([CH:93]=[CH:94][CH:95]=1)[C:20]([NH:22][CH2:23][CH2:24][CH2:25][CH2:26][C@H:27]([NH:31][C:32](=[O:92])[C@H:33]([CH2:88][CH:89]([CH3:91])[CH3:90])[NH:34][C:35](=[O:87])[C@H:36]([CH2:83][CH:84]([CH3:86])[CH3:85])[NH:37][C:38](=[O:82])[C@H:39]([CH2:75][C:76]1[CH:81]=[CH:80][CH:79]=[CH:78][CH:77]=1)[NH:40][C:41](=[O:74])[C@H:42]([CH2:69][CH2:70][C:71](=[O:73])[OH:72])[NH:43][C:44](=[O:68])[C@H:45]([CH2:64][C:65](=[O:67])[NH2:66])[NH:46][C:47](=[O:63])[C@H:48]([CH2:59][C:60](=[O:62])[OH:61])[NH:49][C:50](=[O:58])[C@H:51]([CH2:53][CH2:54][C:55](=[O:57])[OH:56])[NH2:52])[C:28]([NH2:30])=[O:29])=[O:21])=[N+:14]=[N-:15].[C:96]([C:99]1[CH:149]=[CH:148][C:102]([C:103]([NH:105][CH2:106][CH2:107][O:108][CH2:109][CH2:110][O:111][CH2:112][CH2:113][O:114][CH2:115][CH2:116][O:117][CH2:118][CH2:119][O:120][CH2:121][CH2:122][O:123][CH2:124][CH2:125][O:126][CH2:127][CH2:128][O:129][CH2:130][CH2:131][O:132][CH2:133][CH2:134][NH:135][C:136](=[O:147])[C:137]2[CH:142]=[CH:141][CH:140]=[C:139]([O:143][CH2:144][C:145]#[CH:146])[CH:138]=2)=[O:104])=[CH:101][CH:100]=1)(=[O:98])[CH3:97], predict the reaction product. The product is: [C:96]([C:99]1[CH:100]=[CH:101][C:102]([C:103]([NH:105][CH2:106][CH2:107][O:108][CH2:109][CH2:110][O:111][CH2:112][CH2:113][O:114][CH2:115][CH2:116][O:117][CH2:118][CH2:119][O:120][CH2:121][CH2:122][O:123][CH2:124][CH2:125][O:126][CH2:127][CH2:128][O:129][CH2:130][CH2:131][O:132][CH2:133][CH2:134][NH:135][C:136]([C:137]2[CH:138]=[C:139]([CH:140]=[CH:141][CH:142]=2)[O:143][CH2:144][C:145]2[N:15]=[N:14][N:13]([CH2:16][C:17]3[CH:18]=[C:19]([CH:93]=[CH:94][CH:95]=3)[C:20]([NH:22][CH2:23][CH2:24][CH2:25][CH2:26][C@H:27]([NH:31][C:32](=[O:92])[C@H:33]([CH2:88][CH:89]([CH3:90])[CH3:91])[NH:34][C:35](=[O:87])[C@H:36]([CH2:83][CH:84]([CH3:85])[CH3:86])[NH:37][C:38](=[O:82])[C@H:39]([CH2:75][C:76]3[CH:81]=[CH:80][CH:79]=[CH:78][CH:77]=3)[NH:40][C:41](=[O:74])[C@H:42]([CH2:69][CH2:70][C:71](=[O:72])[OH:73])[NH:43][C:44](=[O:68])[C@H:45]([CH2:64][C:65](=[O:67])[NH2:66])[NH:46][C:47](=[O:63])[C@H:48]([CH2:59][C:60](=[O:61])[OH:62])[NH:49][C:50](=[O:58])[C@H:51]([CH2:53][CH2:54][C:55](=[O:56])[OH:57])[NH2:52])[C:28]([NH2:30])=[O:29])=[O:21])[CH:146]=2)=[O:147])=[O:104])=[CH:148][CH:149]=1)(=[O:98])[CH3:97]. (3) Given the reactants Br[C:2]1[CH:7]=[CH:6][C:5]([NH:8][C:9]([NH2:11])=[O:10])=[C:4]([F:12])[CH:3]=1.[Cl:13][C:14]1[CH:15]=[C:16](B(O)O)[CH:17]=[CH:18][C:19]=1[Cl:20].C(=O)([O-])[O-].[Na+].[Na+].C.S([O-])([O-])(=O)=O.[Na+].[Na+], predict the reaction product. The product is: [Cl:13][C:14]1[CH:15]=[C:16]([C:2]2[CH:7]=[CH:6][C:5]([NH:8][C:9]([NH2:11])=[O:10])=[C:4]([F:12])[CH:3]=2)[CH:17]=[CH:18][C:19]=1[Cl:20]. (4) Given the reactants [CH2:1]([O:3][C:4]([CH:6]1[CH:11]([CH3:12])[O:10][CH2:9][C:8](=O)[N:7]1[CH2:14][C:15]1[CH:20]=[CH:19][CH:18]=[CH:17][CH:16]=1)=[O:5])[CH3:2].CO, predict the reaction product. The product is: [CH2:1]([O:3][C:4]([CH:6]1[CH:11]([CH3:12])[O:10][CH2:9][CH2:8][N:7]1[CH2:14][C:15]1[CH:16]=[CH:17][CH:18]=[CH:19][CH:20]=1)=[O:5])[CH3:2].